Dataset: Full USPTO retrosynthesis dataset with 1.9M reactions from patents (1976-2016). Task: Predict the reactants needed to synthesize the given product. (1) Given the product [ClH:1].[CH:27]1([C:30]2[C:31]([CH2:44][N:45]3[CH2:50][CH2:49][O:48][C@@H:47]([CH2:51][C:52]4[CH:57]=[CH:56][C:55]([Cl:58])=[C:54]([Cl:59])[CH:53]=4)[CH2:46]3)=[CH:32][C:33]([F:43])=[C:34]([CH:42]=2)[C:35]([OH:37])=[O:36])[CH2:29][CH2:28]1, predict the reactants needed to synthesize it. The reactants are: [Cl:1]C1C=C(C=CC=1Cl)CC1CN(COC(=O)C2C=CC=CC=2F)CCO1.[CH:27]1([C:30]2[C:31]([CH2:44][N:45]3[CH2:50][CH2:49][O:48][C@@H:47]([CH2:51][C:52]4[CH:57]=[CH:56][C:55]([Cl:58])=[C:54]([Cl:59])[CH:53]=4)[CH2:46]3)=[CH:32][C:33]([F:43])=[C:34]([CH:42]=2)[C:35]([O:37]C(C)(C)C)=[O:36])[CH2:29][CH2:28]1. (2) Given the product [CH2:1]([O:8][C:9]([N:11]1[CH2:12][CH2:13][CH:14]([CH:17]([C:19]([OH:21])=[O:20])[CH2:18][S:24][C:22](=[O:25])[CH3:23])[CH2:15][CH2:16]1)=[O:10])[C:2]1[CH:3]=[CH:4][CH:5]=[CH:6][CH:7]=1, predict the reactants needed to synthesize it. The reactants are: [CH2:1]([O:8][C:9]([N:11]1[CH2:16][CH2:15][CH:14]([C:17]([C:19]([OH:21])=[O:20])=[CH2:18])[CH2:13][CH2:12]1)=[O:10])[C:2]1[CH:7]=[CH:6][CH:5]=[CH:4][CH:3]=1.[C:22]([OH:25])(=[S:24])[CH3:23]. (3) Given the product [CH2:14]([C:9]1[CH:8]=[C:7]([CH2:6][CH:5]([O:21][CH2:22][CH3:23])[C:4]([OH:24])=[O:3])[CH:12]=[CH:11][C:10]=1[OH:13])[C:15]1[CH:20]=[CH:19][CH:18]=[CH:17][CH:16]=1, predict the reactants needed to synthesize it. The reactants are: C([O:3][C:4](=[O:24])[CH:5]([O:21][CH2:22][CH3:23])[CH2:6][C:7]1[CH:12]=[CH:11][C:10]([OH:13])=[C:9]([CH2:14][C:15]2[CH:20]=[CH:19][CH:18]=[CH:17][CH:16]=2)[CH:8]=1)C.[OH-].[K+].Cl. (4) Given the product [C:1]([NH:5][C:6]1[C:15]2[C:10](=[C:11]([NH:16][C:24](=[O:25])[C:23]3[C:18]([Cl:17])=[CH:19][CH:20]=[C:21]([CH2:28][NH:29][C:30](=[O:34])[CH:31]([CH3:32])[CH3:33])[C:22]=3[F:27])[CH:12]=[CH:13][CH:14]=2)[N:9]=[CH:8][N:7]=1)([CH3:4])([CH3:2])[CH3:3], predict the reactants needed to synthesize it. The reactants are: [C:1]([NH:5][C:6]1[C:15]2[C:10](=[C:11]([NH2:16])[CH:12]=[CH:13][CH:14]=2)[N:9]=[CH:8][N:7]=1)([CH3:4])([CH3:3])[CH3:2].[Cl:17][C:18]1[C:23]([C:24](O)=[O:25])=[C:22]([F:27])[C:21]([CH2:28][NH:29][C:30](=[O:34])[CH:31]([CH3:33])[CH3:32])=[CH:20][CH:19]=1.S(Cl)(Cl)=O.CCN(C(C)C)C(C)C.